Predict which catalyst facilitates the given reaction. From a dataset of Catalyst prediction with 721,799 reactions and 888 catalyst types from USPTO. (1) Reactant: [H-].[Na+].[N:3]1([C:8]2[NH:12][C:11]3[CH:13]=[CH:14][CH:15]=[CH:16][C:10]=3[N:9]=2)[CH2:7][CH2:6][CH2:5][CH2:4]1.Br[CH2:18][C:19]1[CH:28]=[CH:27][C:22]([C:23]([O:25][CH3:26])=[O:24])=[CH:21][CH:20]=1.O. Product: [N:3]1([C:8]2[N:9]([CH2:18][C:19]3[CH:28]=[CH:27][C:22]([C:23]([O:25][CH3:26])=[O:24])=[CH:21][CH:20]=3)[C:10]3[CH:16]=[CH:15][CH:14]=[CH:13][C:11]=3[N:12]=2)[CH2:7][CH2:6][CH2:5][CH2:4]1. The catalyst class is: 9. (2) The catalyst class is: 824. Reactant: S(=O)(=O)(O)O.[C:6]([OH:15])(=[O:14])[C:7]1[C:8](=[CH:10][CH:11]=[CH:12][CH:13]=1)N.N([O-])=[O:17].[Na+]. Product: [OH:17][C:8]1[CH:10]=[CH:11][CH:12]=[CH:13][C:7]=1[C:6]([OH:15])=[O:14]. (3) Reactant: [CH3:1][O:2][C:3]1[CH:8]=[CH:7][C:6]([N+:9]([O-:11])=[O:10])=[CH:5][C:4]=1[N:12]=[C:13]=[O:14].[NH2:15][C:16]1[CH:21]=[N:20][CH:19]=[CH:18][N:17]=1. Product: [CH3:1][O:2][C:3]1[CH:8]=[CH:7][C:6]([N+:9]([O-:11])=[O:10])=[CH:5][C:4]=1[NH:12][C:13]([NH:15][C:16]1[CH:21]=[N:20][CH:19]=[CH:18][N:17]=1)=[O:14]. The catalyst class is: 7. (4) Product: [NH:34]1[C:42]2[C:37](=[CH:38][C:39]([C:26]3[C:21]([NH:20][C:4]4[C:3]5[C:8](=[CH:9][C:10]([F:12])=[CH:11][C:2]=5[F:1])[N:7]=[C:6]([C:13]5[CH:18]=[CH:17][CH:16]=[CH:15][N:14]=5)[C:5]=4[CH3:19])=[CH:22][C:23]([N:28]4[CH2:33][CH2:32][O:31][CH2:30][CH2:29]4)=[N:24][CH:25]=3)=[CH:40][CH:41]=2)[CH:36]=[N:35]1. The catalyst class is: 488. Reactant: [F:1][C:2]1[CH:11]=[C:10]([F:12])[CH:9]=[C:8]2[C:3]=1[C:4]([NH:20][C:21]1[C:26](I)=[CH:25][N:24]=[C:23]([N:28]3[CH2:33][CH2:32][O:31][CH2:30][CH2:29]3)[CH:22]=1)=[C:5]([CH3:19])[C:6]([C:13]1[CH:18]=[CH:17][CH:16]=[CH:15][N:14]=1)=[N:7]2.[NH:34]1[C:42]2[C:37](=[CH:38][C:39](B3OC(C)(C)C(C)(C)O3)=[CH:40][CH:41]=2)[CH:36]=[N:35]1.C1(P(C2CCCCC2)C2CCCCC2)CCCCC1.[O-]P([O-])([O-])=O.[K+].[K+].[K+]. (5) Reactant: COC(=O)C1C=CC=C(C2C=NC(N)=C(C3SC4C=CC=CC=4N=3)C=2)C=1.C[O:28][C:29](=[O:52])[C:30]1[CH:35]=[CH:34][C:33]([C:36]2[CH:37]=[N:38][C:39]([NH2:51])=[C:40]([C:42]3[S:43][C:44]4[CH:50]=[CH:49][CH:48]=[CH:47][C:45]=4[N:46]=3)[CH:41]=2)=[CH:32][CH:31]=1.C([O-])([O-])=O.[K+].[K+]. Product: [NH2:51][C:39]1[N:38]=[CH:37][C:36]([C:33]2[CH:32]=[CH:31][C:30]([C:29]([OH:52])=[O:28])=[CH:35][CH:34]=2)=[CH:41][C:40]=1[C:42]1[S:43][C:44]2[CH:50]=[CH:49][CH:48]=[CH:47][C:45]=2[N:46]=1. The catalyst class is: 38. (6) Reactant: [Br:1][C:2]1[C:3]2[N:4]([CH:12]=[C:13]([C:15]3[O:19][N:18]=[C:17]([C:20]4[CH:27]=[CH:26][C:23]([CH:24]=O)=[CH:22][C:21]=4[Cl:28])[N:16]=3)[N:14]=2)[CH:5]=[C:6]([C:8]([F:11])([F:10])[F:9])[CH:7]=1.[NH:29]1[CH2:32][CH:31]([C:33]([OH:35])=[O:34])[CH2:30]1.C(O)(=O)C.C([BH3-])#N.[Na+]. Product: [Br:1][C:2]1[C:3]2[N:4]([CH:12]=[C:13]([C:15]3[O:19][N:18]=[C:17]([C:20]4[CH:27]=[CH:26][C:23]([CH2:24][N:29]5[CH2:32][CH:31]([C:33]([OH:35])=[O:34])[CH2:30]5)=[CH:22][C:21]=4[Cl:28])[N:16]=3)[N:14]=2)[CH:5]=[C:6]([C:8]([F:9])([F:11])[F:10])[CH:7]=1. The catalyst class is: 5. (7) Reactant: [OH-].[K+].[CH3:3][O:4][C:5]1[CH:10]=[CH:9][CH:8]=[CH:7][C:6]=1[C:11]#[C:12][Si](C)(C)C. Product: [C:11]([C:6]1[CH:7]=[CH:8][CH:9]=[CH:10][C:5]=1[O:4][CH3:3])#[CH:12]. The catalyst class is: 72.